Dataset: Forward reaction prediction with 1.9M reactions from USPTO patents (1976-2016). Task: Predict the product of the given reaction. (1) Given the reactants C[Si](C)(C)[Si](C)(C)C.II.[Cl:11][C:12]1[CH:17]=[CH:16][CH:15]=[C:14]([F:18])[C:13]=1[C:19]1[O:20][C:21]2[CH:27]=[CH:26][C:25]([CH:28]([CH3:33])[C:29]([O:31]C)=[O:30])=[CH:24][C:22]=2[N:23]=1, predict the reaction product. The product is: [Cl:11][C:12]1[CH:17]=[CH:16][CH:15]=[C:14]([F:18])[C:13]=1[C:19]1[O:20][C:21]2[CH:27]=[CH:26][C:25]([CH:28]([CH3:33])[C:29]([OH:31])=[O:30])=[CH:24][C:22]=2[N:23]=1. (2) The product is: [CH2:9]([O:11][C:12]1[CH:13]=[CH:14][C:15]([C:6]2[CH:5]=[CH:4][N:3]=[C:2]([Cl:1])[N:7]=2)=[CH:16][CH:17]=1)[CH3:10]. Given the reactants [Cl:1][C:2]1[N:7]=[C:6](Cl)[CH:5]=[CH:4][N:3]=1.[CH2:9]([O:11][C:12]1[CH:13]=[C:14](B(O)O)[CH:15]=[CH:16][CH:17]=1)[CH3:10], predict the reaction product. (3) Given the reactants [CH2:1]([C:3]1[CH:4]=[C:5]([NH2:12])[CH:6]=[CH:7][C:8]=1[N+:9]([O-:11])=[O:10])[CH3:2].[C:13](Cl)(=[O:17])[C:14]([CH3:16])=[CH2:15], predict the reaction product. The product is: [CH2:1]([C:3]1[CH:4]=[C:5]([NH:12][C:13](=[O:17])[C:14]([CH3:16])=[CH2:15])[CH:6]=[CH:7][C:8]=1[N+:9]([O-:11])=[O:10])[CH3:2]. (4) Given the reactants C(OC1C2C(=CC(OC)=CC=2)C(C2C=CC=CC=2)=C(C#N)N=1)C=C.Cl[C:26]1[C:35]2[C:30](=[CH:31][C:32]([O:36][CH3:37])=[CH:33][CH:34]=2)[C:29]([C:38]2[CH:43]=[CH:42][CH:41]=[C:40]([F:44])[CH:39]=2)=[C:28]([C:45]#[N:46])[N:27]=1.C([N:66]1[C:70]([CH2:71][OH:72])=[CH:69][N:68]=[CH:67]1)(C1C=CC=CC=1)(C1C=CC=CC=1)C1C=CC=CC=1, predict the reaction product. The product is: [F:44][C:40]1[CH:39]=[C:38]([C:29]2[C:30]3[C:35](=[CH:34][CH:33]=[C:32]([O:36][CH3:37])[CH:31]=3)[C:26]([O:72][CH2:71][C:70]3[NH:66][CH:67]=[N:68][CH:69]=3)=[N:27][C:28]=2[C:45]#[N:46])[CH:43]=[CH:42][CH:41]=1. (5) Given the reactants [NH2:1][C:2]1([C:22]#[N:23])[CH2:7][CH2:6][CH:5]([NH:8][S:9](C2C=CC(OCC)=C(C)C=2)(=[O:11])=[O:10])[CH2:4][CH2:3]1.[F:24][C:25]([F:44])([F:43])[C:26]1[CH:31]=[CH:30][C:29](S(NC2CCC(=O)CC2)(=O)=O)=[CH:28][CH:27]=1, predict the reaction product. The product is: [NH2:1][C:2]1([C:22]#[N:23])[CH2:3][CH2:4][CH:5]([NH:8][S:9]([C:29]2[CH:30]=[CH:31][C:26]([C:25]([F:44])([F:43])[F:24])=[CH:27][CH:28]=2)(=[O:11])=[O:10])[CH2:6][CH2:7]1.